Task: Predict which catalyst facilitates the given reaction.. Dataset: Catalyst prediction with 721,799 reactions and 888 catalyst types from USPTO (1) Reactant: [CH3:1][C:2]1[CH:7]=[CH:6][C:5]([S:8]([O:11][CH2:12][CH:13]2[CH2:17][C:16]3[CH:18]=[C:19]([F:23])[CH:20]=[C:21](Br)[C:15]=3[O:14]2)(=[O:10])=[O:9])=[CH:4][CH:3]=1.[F:24][C:25]1[CH:30]=[CH:29][CH:28]=[CH:27][C:26]=1B(O)O.C(=O)([O-])[O-].[K+].[K+].CC1C=CC(S(OCC2CC3C(C4C=CC=CC=4)=CC=CC=3O2)(=O)=O)=CC=1. Product: [CH3:1][C:2]1[CH:7]=[CH:6][C:5]([S:8]([O:11][CH2:12][CH:13]2[CH2:17][C:16]3[CH:18]=[C:19]([F:23])[CH:20]=[C:21]([C:26]4[CH:27]=[CH:28][CH:29]=[CH:30][C:25]=4[F:24])[C:15]=3[O:14]2)(=[O:10])=[O:9])=[CH:4][CH:3]=1. The catalyst class is: 608. (2) Reactant: [C:1]([CH:3]1[CH2:6][N:5]([C:7](=[O:31])[C@H:8]([NH:10][C:11]([C:13]2[C:21]3[C:16](=[N:17][CH:18]=[C:19](Br)[N:20]=3)[N:15]([CH2:23][O:24][CH2:25][CH2:26][Si:27]([CH3:30])([CH3:29])[CH3:28])[CH:14]=2)=[O:12])[CH3:9])[CH2:4]1)#[N:2].[CH3:32][N:33]1[C:41]2[CH2:40][CH2:39][C:38]([CH3:43])([CH3:42])[CH2:37][C:36]=2[C:35]([Sn](CCCC)(CCCC)CCCC)=[N:34]1. Product: [C:1]([CH:3]1[CH2:6][N:5]([C:7](=[O:31])[C@H:8]([NH:10][C:11]([C:13]2[C:21]3[C:16](=[N:17][CH:18]=[C:19]([C:35]4[C:36]5[CH2:37][C:38]([CH3:42])([CH3:43])[CH2:39][CH2:40][C:41]=5[N:33]([CH3:32])[N:34]=4)[N:20]=3)[N:15]([CH2:23][O:24][CH2:25][CH2:26][Si:27]([CH3:30])([CH3:29])[CH3:28])[CH:14]=2)=[O:12])[CH3:9])[CH2:4]1)#[N:2]. The catalyst class is: 441. (3) Reactant: [H-].[Na+].[F:3][C:4]1[CH:9]=[CH:8][C:7]([CH:10]([N:13]2[CH2:18][CH2:17][CH2:16]/[C:15](=[CH:19]\[C:20]3[CH:25]=[CH:24][C:23]([N:26]4[CH:30]=[C:29]([CH3:31])[N:28]=[CH:27]4)=[C:22]([O:32][CH3:33])[CH:21]=3)/[C:14]2=[O:34])[CH2:11][OH:12])=[CH:6][CH:5]=1.CI.O.[C:38](=O)(O)[O-].[Na+]. Product: [F:3][C:4]1[CH:9]=[CH:8][C:7]([C@@H:10]([N:13]2[CH2:18][CH2:17][CH2:16]/[C:15](=[CH:19]\[C:20]3[CH:25]=[CH:24][C:23]([N:26]4[CH:30]=[C:29]([CH3:31])[N:28]=[CH:27]4)=[C:22]([O:32][CH3:33])[CH:21]=3)/[C:14]2=[O:34])[CH2:11][O:12][CH3:38])=[CH:6][CH:5]=1. The catalyst class is: 56. (4) Reactant: [CH3:1][C:2]1([C:14]([OH:16])=[O:15])[CH2:11][CH:10]2[CH2:12][CH:3]1[CH:4]1[CH:9]2[CH:8]2[CH2:13][CH:5]1[CH:6]=[CH:7]2.FC(F)(F)C(OC(=O)C(F)(F)F)=O.[C:30](O)([CH3:33])([CH3:32])[CH3:31].[OH-].[Na+]. Product: [CH3:1][C:2]1([C:14]([O:16][C:30]([CH3:33])([CH3:32])[CH3:31])=[O:15])[CH2:11][CH:10]2[CH2:12][CH:3]1[CH:4]1[CH:9]2[CH:8]2[CH2:13][CH:5]1[CH:6]=[CH:7]2. The catalyst class is: 226. (5) Reactant: Cl[C:2]1[C:3]2[C:10]([C:11]3[CH:16]=[CH:15][C:14]([F:17])=[CH:13][CH:12]=3)=[C:9]([C:18]3[CH:23]=[CH:22][CH:21]=[CH:20][CH:19]=3)[O:8][C:4]=2[N:5]=[CH:6][N:7]=1.F[B-](F)(F)F.[O:29]=[N+:30]=[O:31].[CH3:32][N:33]1[CH2:38][CH2:37][NH:36][CH2:35][CH2:34]1. Product: [F:17][C:14]1[CH:15]=[CH:16][C:11]([C:10]2[C:3]3[C:2]([N:36]4[CH2:37][CH2:38][N:33]([CH3:32])[CH2:34][CH2:35]4)=[N:7][CH:6]=[N:5][C:4]=3[O:8][C:9]=2[C:18]2[CH:23]=[CH:22][C:21]([N+:30]([O-:31])=[O:29])=[CH:20][CH:19]=2)=[CH:12][CH:13]=1. The catalyst class is: 10. (6) The catalyst class is: 199. Reactant: [CH2:1]([O:3][CH2:4][CH2:5][O:6][C:7]1[CH:12]=[C:11]([CH3:13])[C:10]([C:14]2[CH:19]=[CH:18][CH:17]=[C:16]([CH2:20][NH:21][C:22]3[CH:27]=[CH:26][C:25]([CH2:28][CH2:29][C:30]([O:32]CC)=[O:31])=[C:24]([F:35])[CH:23]=3)[CH:15]=2)=[C:9]([CH3:36])[CH:8]=1)[CH3:2].[OH-].[Na+].O.C(O)(=O)CC(CC(O)=O)(C(O)=O)O. Product: [CH2:1]([O:3][CH2:4][CH2:5][O:6][C:7]1[CH:12]=[C:11]([CH3:13])[C:10]([C:14]2[CH:19]=[CH:18][CH:17]=[C:16]([CH2:20][NH:21][C:22]3[CH:27]=[CH:26][C:25]([CH2:28][CH2:29][C:30]([OH:32])=[O:31])=[C:24]([F:35])[CH:23]=3)[CH:15]=2)=[C:9]([CH3:36])[CH:8]=1)[CH3:2]. (7) Reactant: S(Cl)([Cl:3])=O.[F:5][C:6]1[CH:7]=[C:8]([CH2:13]O)[CH:9]=[CH:10][C:11]=1[CH3:12]. Product: [Cl:3][CH2:13][C:8]1[CH:9]=[CH:10][C:11]([CH3:12])=[C:6]([F:5])[CH:7]=1. The catalyst class is: 28. (8) Product: [F:1][C:2]1[CH:9]=[CH:8][C:5]([N:6]([CH3:7])[C:13]2[S:12][CH:11]=[N:15][CH:14]=2)=[CH:4][CH:3]=1. The catalyst class is: 3. Reactant: [F:1][C:2]1[CH:9]=[CH:8][C:5]([NH:6][CH3:7])=[CH:4][CH:3]=1.Br[C:11]1[S:12][CH:13]=[CH:14][N:15]=1.[H-].[Na+]. (9) Reactant: [N:1]1([C:7]2[CH:12]=[CH:11][C:10]([N:13]3[CH:18]=[CH:17][C:16]4[O:19][CH:20]=[CH:21][C:15]=4[C:14]3=[O:22])=[CH:9][CH:8]=2)[CH2:6][CH2:5][NH:4][CH2:3][CH2:2]1.CC1C=CC(S(O[CH2:34][CH2:35][CH2:36][C:37]2[C:45]3[C:40](=[CH:41][CH:42]=[C:43]([O:46][CH3:47])[CH:44]=3)[NH:39][CH:38]=2)(=O)=O)=CC=1.C(=O)([O-])[O-].[K+].[K+].[I-].[K+]. Product: [CH3:47][O:46][C:43]1[CH:44]=[C:45]2[C:40](=[CH:41][CH:42]=1)[NH:39][CH:38]=[C:37]2[CH2:36][CH2:35][CH2:34][N:4]1[CH2:5][CH2:6][N:1]([C:7]2[CH:12]=[CH:11][C:10]([N:13]3[CH:18]=[CH:17][C:16]4[O:19][CH:20]=[CH:21][C:15]=4[C:14]3=[O:22])=[CH:9][CH:8]=2)[CH2:2][CH2:3]1. The catalyst class is: 10. (10) Reactant: F[C:2]1[CH:11]=[CH:10][C:5]([C:6]([O:8][CH3:9])=[O:7])=[CH:4][C:3]=1[S:12]([N:15]1[CH2:20][CH2:19][O:18][CH2:17][CH2:16]1)(=[O:14])=[O:13].[NH2:21][NH2:22]. Product: [NH:21]([C:2]1[CH:11]=[CH:10][C:5]([C:6]([O:8][CH3:9])=[O:7])=[CH:4][C:3]=1[S:12]([N:15]1[CH2:20][CH2:19][O:18][CH2:17][CH2:16]1)(=[O:14])=[O:13])[NH2:22]. The catalyst class is: 5.